From a dataset of Full USPTO retrosynthesis dataset with 1.9M reactions from patents (1976-2016). Predict the reactants needed to synthesize the given product. Given the product [CH3:1][C:2]1[CH:3]=[C:4]([CH:35]=[C:36]([CH3:38])[CH:37]=1)[C:5]([N:7]([C@H:28]([CH2:33][CH3:34])[C:29]([CH3:32])([CH3:31])[CH3:30])[NH:8][C:9]([C:10]1[CH:15]=[CH:14][C:13]2[CH:16]=[N:41][N:40]([CH3:39])[B:18]([OH:19])[C:12]=2[CH:11]=1)=[O:27])=[O:6], predict the reactants needed to synthesize it. The reactants are: [CH3:1][C:2]1[CH:3]=[C:4]([CH:35]=[C:36]([CH3:38])[CH:37]=1)[C:5]([N:7]([C@H:28]([CH2:33][CH3:34])[C:29]([CH3:32])([CH3:31])[CH3:30])[NH:8][C:9](=[O:27])[C:10]1[CH:15]=[CH:14][C:13]([CH:16]=O)=[C:12]([B:18]2OC(C)(C)C(C)(C)[O:19]2)[CH:11]=1)=[O:6].[CH3:39][NH:40][NH2:41].C(Cl)Cl.